From a dataset of HIV replication inhibition screening data with 41,000+ compounds from the AIDS Antiviral Screen. Binary Classification. Given a drug SMILES string, predict its activity (active/inactive) in a high-throughput screening assay against a specified biological target. (1) The molecule is O=C(OC1CN2CCC1CC2)C(O)(C1=CCCC1)c1ccccc1. The result is 0 (inactive). (2) The compound is O=S(O)CCCCSSCC(O)C(O)CSSCCCCS(=O)O.[NaH]. The result is 0 (inactive). (3) The molecule is COC(=O)c1cc(Cc2cc(Br)cc(C(=O)OC)c2O)cc(Cl)c1O. The result is 0 (inactive). (4) The drug is Cc1ccc2c(c1)CNc1ccc(C)cc1CN2. The result is 0 (inactive). (5) The molecule is CN1C(=O)C(O)CC1c1ccccc1F. The result is 0 (inactive). (6) The drug is CC(C)SC(NC(=O)C1C(C)(C)CCC1(C)C)C(=O)O. The result is 0 (inactive). (7) The drug is Cc1ccc(CCCCCOc2ccc(C3=NCCO3)cc2)s1. The result is 0 (inactive).